From a dataset of Forward reaction prediction with 1.9M reactions from USPTO patents (1976-2016). Predict the product of the given reaction. (1) Given the reactants C(OC([N:8]1[CH2:13][CH2:12][CH:11]([NH:14][C:15]2[CH:20]=[CH:19][C:18]([Cl:21])=[CH:17][CH:16]=2)[CH2:10][CH2:9]1)=O)(C)(C)C.Cl.[OH-].[Na+], predict the reaction product. The product is: [Cl:21][C:18]1[CH:19]=[CH:20][C:15]([NH:14][CH:11]2[CH2:12][CH2:13][NH:8][CH2:9][CH2:10]2)=[CH:16][CH:17]=1. (2) Given the reactants [F:1][C:2]1[CH:7]=[C:6](I)[CH:5]=[C:4]([F:9])[C:3]=1[C@@H:10]1[C:15]2[NH:16][C:17]3[C:22]([C:14]=2[CH2:13][C@@H:12]([CH3:23])[N:11]1[CH2:24][C:25]([F:28])([F:27])[F:26])=[CH:21][CH:20]=[CH:19][CH:18]=3.[F:29][CH2:30][CH:31]1[CH2:34][N:33]([CH2:35][CH2:36][OH:37])[CH2:32]1.C([O-])([O-])=O.[K+].[K+], predict the reaction product. The product is: [F:1][C:2]1[CH:7]=[C:6]([O:37][CH2:36][CH2:35][N:33]2[CH2:34][CH:31]([CH2:30][F:29])[CH2:32]2)[CH:5]=[C:4]([F:9])[C:3]=1[C@@H:10]1[C:15]2[NH:16][C:17]3[C:22]([C:14]=2[CH2:13][C@@H:12]([CH3:23])[N:11]1[CH2:24][C:25]([F:28])([F:27])[F:26])=[CH:21][CH:20]=[CH:19][CH:18]=3. (3) Given the reactants [F:1][C:2]([C:5]1[O:9][C:8]([CH2:10][N:11]2[CH:15]=[C:14]([NH2:16])[CH:13]=[N:12]2)=[CH:7][CH:6]=1)([F:4])[CH3:3].[F:17][C:18]([F:31])([F:30])[C:19]1[CH:24]=[CH:23][C:22](/[CH:25]=[CH:26]/[C:27](O)=[O:28])=[CH:21][CH:20]=1, predict the reaction product. The product is: [F:4][C:2]([C:5]1[O:9][C:8]([CH2:10][N:11]2[CH:15]=[C:14]([NH:16][C:27](=[O:28])/[CH:26]=[CH:25]/[C:22]3[CH:21]=[CH:20][C:19]([C:18]([F:30])([F:31])[F:17])=[CH:24][CH:23]=3)[CH:13]=[N:12]2)=[CH:7][CH:6]=1)([F:1])[CH3:3]. (4) Given the reactants [F:1][C:2]1[CH:12]=[CH:11][C:10]([F:13])=[CH:9][C:3]=1[CH:4]=[CH:5][C:6]([OH:8])=[O:7], predict the reaction product. The product is: [F:1][C:2]1[CH:12]=[CH:11][C:10]([F:13])=[CH:9][C:3]=1[CH2:4][CH2:5][C:6]([OH:8])=[O:7].